From a dataset of Forward reaction prediction with 1.9M reactions from USPTO patents (1976-2016). Predict the product of the given reaction. (1) Given the reactants C(=O)([O-])[O-].[K+].[K+].[CH3:7]N1CCCC1=O.[Br:14][C:15]1[C:16]([Cl:26])=[C:17]([OH:25])[C:18]([S:21]([CH3:24])(=[O:23])=[O:22])=[CH:19][CH:20]=1.Cl[CH2:28][CH2:29][CH:30]1[O:34][CH2:33][CH2:32][O:31]1, predict the reaction product. The product is: [C:15]1([CH3:7])[CH:16]=[CH:17][CH:18]=[CH:19][CH:20]=1.[Br:14][C:15]1[C:16]([Cl:26])=[C:17]([C:18]([S:21]([CH3:24])(=[O:23])=[O:22])=[CH:19][CH:20]=1)[O:25][CH2:28][CH2:29][CH:30]1[O:34][CH2:33][CH2:32][O:31]1. (2) Given the reactants [OH:1][CH:2]1[CH2:7][O:6][C:5]([CH3:18])([C:8]([O:10][CH2:11][C:12]2[CH:17]=[CH:16][CH:15]=[CH:14][CH:13]=2)=[O:9])[CH2:4][CH2:3]1.C1C=C[NH+]=CC=1.[O-][Cr](Cl)(=O)=O, predict the reaction product. The product is: [CH3:18][C:5]1([C:8]([O:10][CH2:11][C:12]2[CH:17]=[CH:16][CH:15]=[CH:14][CH:13]=2)=[O:9])[CH2:4][CH2:3][C:2](=[O:1])[CH2:7][O:6]1. (3) Given the reactants [CH3:1][CH:2]1[C:6](=[O:7])[CH2:5][CH2:4][C:3]1=[O:8].[NH2:9][C:10]1[CH:11]=[C:12]([S:16]([NH2:19])(=[O:18])=[O:17])[CH:13]=[CH:14][CH:15]=1, predict the reaction product. The product is: [CH3:1][C:2]1[C:3](=[O:8])[CH2:4][CH2:5][C:6]=1[NH:9][C:10]1[CH:11]=[C:12]([S:16]([NH2:19])(=[O:17])=[O:18])[CH:13]=[CH:14][CH:15]=1.[OH2:7]. (4) Given the reactants [Cl:1][C:2]1[CH:7]=[C:6]([C:8]2[CH:13]=[N:12][CH:11]=[C:10]([CH3:14])[N:9]=2)[CH:5]=[CH:4][C:3]=1[C:15]1[C:26](=[O:27])[N:25]([CH2:28][CH2:29][N:30]2[CH2:35][CH2:34][NH:33][CH2:32][CH2:31]2)[C:18]2[N:19]=[C:20]([S:23][CH3:24])[N:21]=[CH:22][C:17]=2[CH:16]=1.CC(O)=O.[O:40]1[CH2:43][C:42](=O)[CH2:41]1.C(O[BH-](OC(=O)C)OC(=O)C)(=O)C.[Na+], predict the reaction product. The product is: [Cl:1][C:2]1[CH:7]=[C:6]([C:8]2[CH:13]=[N:12][CH:11]=[C:10]([CH3:14])[N:9]=2)[CH:5]=[CH:4][C:3]=1[C:15]1[C:26](=[O:27])[N:25]([CH2:28][CH2:29][N:30]2[CH2:31][CH2:32][N:33]([CH:42]3[CH2:43][O:40][CH2:41]3)[CH2:34][CH2:35]2)[C:18]2[N:19]=[C:20]([S:23][CH3:24])[N:21]=[CH:22][C:17]=2[CH:16]=1. (5) Given the reactants [C:1]([O:5][C:6]([N:8]1[CH2:13][CH2:12][C:11]2[S:14][C:15]([NH:17][C:18]([N:20]3[CH2:25][CH2:24][N:23]([S:26]([C:29]4[CH:38]=[CH:37][C:36]5[C:31](=[CH:32][CH:33]=[C:34]([Cl:39])[CH:35]=5)[CH:30]=4)(=[O:28])=[O:27])[CH2:22][CH2:21]3)=[O:19])=[CH:16][C:10]=2[CH2:9]1)=[O:7])([CH3:4])([CH3:3])[CH3:2].[H-].[Na+].CI.[C:44](OCC)(=O)C, predict the reaction product. The product is: [C:1]([O:5][C:6]([N:8]1[CH2:13][CH2:12][C:11]2[S:14][C:15]([N:17]([CH3:44])[C:18]([N:20]3[CH2:25][CH2:24][N:23]([S:26]([C:29]4[CH:38]=[CH:37][C:36]5[C:31](=[CH:32][CH:33]=[C:34]([Cl:39])[CH:35]=5)[CH:30]=4)(=[O:27])=[O:28])[CH2:22][CH2:21]3)=[O:19])=[CH:16][C:10]=2[CH2:9]1)=[O:7])([CH3:4])([CH3:2])[CH3:3]. (6) Given the reactants [S:1]1[CH:5]=[CH:4][CH:3]=[C:2]1[C:6]([NH:8][C@@H:9]([CH2:14][CH2:15][CH2:16][CH2:17][CH2:18][C:19]([O:21][C:22]([CH3:25])([CH3:24])[CH3:23])=[O:20])[C:10]([O:12]C)=[O:11])=[O:7].[Li+].[OH-].Cl, predict the reaction product. The product is: [C:22]([O:21][C:19](=[O:20])[CH2:18][CH2:17][CH2:16][CH2:15][CH2:14][C@H:9]([NH:8][C:6]([C:2]1[S:1][CH:5]=[CH:4][CH:3]=1)=[O:7])[C:10]([OH:12])=[O:11])([CH3:25])([CH3:23])[CH3:24]. (7) Given the reactants [Cl:1][C:2]1[CH:7]=[CH:6][C:5]([C@:8]2([O:31][CH3:32])[O:13][C@H:12]([CH2:14][OH:15])[C@@H:11]([O:16][Si:17]([CH3:20])([CH3:19])[CH3:18])[C@H:10]([O:21][Si:22]([CH3:25])([CH3:24])[CH3:23])[C@H:9]2[O:26][Si:27]([CH3:30])([CH3:29])[CH3:28])=[CH:4][C:3]=1[CH2:33][O:34][C:35]1[CH:40]=[CH:39][CH:38]=[CH:37][CH:36]=1.C(Cl)Cl.C(N(CC)CC)C, predict the reaction product. The product is: [Cl:1][C:2]1[CH:7]=[CH:6][C:5]([C@:8]2([O:31][CH3:32])[O:13][C@H:12]([CH:14]=[O:15])[C@@H:11]([O:16][Si:17]([CH3:20])([CH3:18])[CH3:19])[C@H:10]([O:21][Si:22]([CH3:23])([CH3:24])[CH3:25])[C@H:9]2[O:26][Si:27]([CH3:28])([CH3:29])[CH3:30])=[CH:4][C:3]=1[CH2:33][O:34][C:35]1[CH:40]=[CH:39][CH:38]=[CH:37][CH:36]=1.